Dataset: Forward reaction prediction with 1.9M reactions from USPTO patents (1976-2016). Task: Predict the product of the given reaction. Given the reactants [O:1]1[C:5]2([CH2:10][CH2:9][CH:8]([CH:11]([CH:13]3[CH2:22][CH2:21][C:16]4(OCC[O:17]4)[CH2:15][CH2:14]3)[OH:12])[CH2:7][CH2:6]2)OCC1.Cl, predict the reaction product. The product is: [OH:12][CH:11]([CH:8]1[CH2:7][CH2:6][C:5](=[O:1])[CH2:10][CH2:9]1)[CH:13]1[CH2:22][CH2:21][C:16](=[O:17])[CH2:15][CH2:14]1.